From a dataset of Forward reaction prediction with 1.9M reactions from USPTO patents (1976-2016). Predict the product of the given reaction. (1) Given the reactants Cl[C:2]1[CH:7]=[CH:6][N:5]=[C:4]([C:8]([O:10][CH2:11][CH3:12])=[O:9])[CH:3]=1.[CH2:13]([Sn](CCCC)(CCCC)CCCC)[CH:14]=[CH2:15], predict the reaction product. The product is: [CH2:15]([C:2]1[CH:7]=[CH:6][N:5]=[C:4]([C:8]([O:10][CH2:11][CH3:12])=[O:9])[CH:3]=1)[CH:14]=[CH2:13]. (2) Given the reactants [Cl:1][C:2]1[CH:11]=[CH:10][C:5]2[N:6]=[C:7]([CH3:9])[O:8][C:4]=2[CH:3]=1.C1C(=O)N([Br:19])C(=O)C1, predict the reaction product. The product is: [Br:19][CH2:9][C:7]1[O:8][C:4]2[CH:3]=[C:2]([Cl:1])[CH:11]=[CH:10][C:5]=2[N:6]=1. (3) Given the reactants C(O[C:4]([C:6]1[C:7]([C:17]2[S:18][C:19]([I:23])=[C:20]([CH3:22])[CH:21]=2)=[CH:8][S:9][C:10]=1[NH:11][C:12](=[O:16])[CH2:13][C:14]#[N:15])=[O:5])C.[H-].[Na+], predict the reaction product. The product is: [OH:5][C:4]1[C:6]2[C:7]([C:17]3[S:18][C:19]([I:23])=[C:20]([CH3:22])[CH:21]=3)=[CH:8][S:9][C:10]=2[NH:11][C:12](=[O:16])[C:13]=1[C:14]#[N:15]. (4) Given the reactants [C:1]1([C:7]2([C:27]3[CH:32]=[CH:31][CH:30]=[CH:29][CH:28]=3)[C:20]3[C:15]4=[C:16]([C:21]5[CH:22]=[CH:23][CH:24]=[CH:25][C:26]=5[N:14]4[C:13]4[CH:12]=[CH:11][CH:10]=[CH:9][C:8]2=4)[CH:17]=[CH:18][CH:19]=3)[CH:6]=[CH:5][CH:4]=[CH:3][CH:2]=1.[Al+3].[Cl-].[Cl-].[Cl-].[C:37](Cl)(=[O:44])[C:38]1[CH:43]=[CH:42][CH:41]=[CH:40][CH:39]=1.O, predict the reaction product. The product is: [C:27]1([C:7]2([C:1]3[CH:2]=[CH:3][CH:4]=[CH:5][CH:6]=3)[C:20]3[C:15]4=[C:16]([C:21]5[CH:22]=[C:23]([C:37]([C:38]6[CH:43]=[CH:42][CH:41]=[CH:40][CH:39]=6)=[O:44])[CH:24]=[CH:25][C:26]=5[N:14]4[C:13]4[CH:12]=[CH:11][CH:10]=[CH:9][C:8]2=4)[CH:17]=[CH:18][CH:19]=3)[CH:32]=[CH:31][CH:30]=[CH:29][CH:28]=1. (5) Given the reactants [Cl:1][C:2]1[CH:7]=[C:6]([C:8]([F:11])([F:10])[F:9])[CH:5]=[CH:4][C:3]=1[NH:12][C:13]1[CH:18]=[CH:17][C:16]([S:19]([N:22]([CH2:28][C:29]2[CH:34]=[CH:33][C:32]([O:35][CH3:36])=[CH:31][C:30]=2[O:37][CH3:38])[C:23]2[S:27][N:26]=[CH:25][N:24]=2)(=[O:21])=[O:20])=[CH:15][C:14]=1[N+:39]([O-])=O.C1COCC1.C(O)(=O)C, predict the reaction product. The product is: [NH2:39][C:14]1[CH:15]=[C:16]([S:19]([N:22]([CH2:28][C:29]2[CH:34]=[CH:33][C:32]([O:35][CH3:36])=[CH:31][C:30]=2[O:37][CH3:38])[C:23]2[S:27][N:26]=[CH:25][N:24]=2)(=[O:21])=[O:20])[CH:17]=[CH:18][C:13]=1[NH:12][C:3]1[CH:4]=[CH:5][C:6]([C:8]([F:9])([F:11])[F:10])=[CH:7][C:2]=1[Cl:1]. (6) The product is: [Cl:20][C:21]1[CH:26]=[C:25]([NH:27][C:6]([N:8]2[CH2:12][C:11](=[N:13][O:14][CH2:15][CH3:16])[CH2:10][C@H:9]2[C:17]([NH:46][C:42]2[CH:43]=[CH:44][C:45]3[N:33]([CH2:31][CH3:32])[C:34]4[C:39]([C:40]=3[CH:41]=2)=[CH:38][CH:37]=[CH:36][CH:35]=4)=[O:19])=[O:7])[CH:24]=[C:23]([Cl:30])[CH:22]=1. Given the reactants C(O[C:6]([N:8]1[CH2:12][C:11](=[N:13][O:14][CH2:15][CH3:16])[CH2:10][C@H:9]1[C:17]([OH:19])=O)=[O:7])(C)(C)C.[Cl:20][C:21]1[CH:26]=[C:25]([N:27]=C=O)[CH:24]=[C:23]([Cl:30])[CH:22]=1.[CH2:31]([N:33]1[C:45]2[CH:44]=[CH:43][C:42]([NH2:46])=[CH:41][C:40]=2[C:39]2[C:34]1=[CH:35][CH:36]=[CH:37][CH:38]=2)[CH3:32], predict the reaction product.